Dataset: Catalyst prediction with 721,799 reactions and 888 catalyst types from USPTO. Task: Predict which catalyst facilitates the given reaction. Reactant: C(O[C:6](=O)[N:7]([C@H:9]1[C@H:13]([C:14]2[CH:19]=[CH:18][CH:17]=[CH:16][CH:15]=2)[CH2:12][N:11]([C:20]([N:22]2[CH2:27][CH2:26][N:25]([S:28]([CH3:31])(=[O:30])=[O:29])[CH2:24][CH2:23]2)=[O:21])[CH2:10]1)C)(C)(C)C.C(O)(C(F)(F)F)=O. Product: [CH3:31][S:28]([N:25]1[CH2:24][CH2:23][N:22]([C:20]([N:11]2[CH2:12][C@@H:13]([C:14]3[CH:19]=[CH:18][CH:17]=[CH:16][CH:15]=3)[C@H:9]([NH:7][CH3:6])[CH2:10]2)=[O:21])[CH2:27][CH2:26]1)(=[O:30])=[O:29]. The catalyst class is: 2.